This data is from Peptide-MHC class I binding affinity with 185,985 pairs from IEDB/IMGT. The task is: Regression. Given a peptide amino acid sequence and an MHC pseudo amino acid sequence, predict their binding affinity value. This is MHC class I binding data. (1) The peptide sequence is STGNYVHCF. The MHC is HLA-A30:01 with pseudo-sequence HLA-A30:01. The binding affinity (normalized) is 0.268. (2) The peptide sequence is QLQDTQELL. The MHC is HLA-A02:01 with pseudo-sequence HLA-A02:01. The binding affinity (normalized) is 0.640. (3) The peptide sequence is LEIICFHEY. The MHC is HLA-A30:02 with pseudo-sequence HLA-A30:02. The binding affinity (normalized) is 0.458. (4) The peptide sequence is FLSPVIMNK. The MHC is HLA-A03:01 with pseudo-sequence HLA-A03:01. The binding affinity (normalized) is 0.666. (5) The peptide sequence is NFLRSIAMLK. The MHC is HLA-A33:01 with pseudo-sequence HLA-A33:01. The binding affinity (normalized) is 0.607. (6) The peptide sequence is FLRRRRAAL. The MHC is HLA-B08:02 with pseudo-sequence HLA-B08:02. The binding affinity (normalized) is 0.606.